Predict the reactants needed to synthesize the given product. From a dataset of Full USPTO retrosynthesis dataset with 1.9M reactions from patents (1976-2016). (1) Given the product [F:15][C:11]1[CH:10]=[CH:9][C:8]2[NH:7][C:6]3[C:5]([C:16]#[N:17])=[CH:4][N:3]=[C:2]([NH:21][C:20]4[C:19]([F:18])=[CH:25][C:24]([F:26])=[CH:23][C:22]=4[F:27])[C:14]=3[C:13]=2[CH:12]=1, predict the reactants needed to synthesize it. The reactants are: Cl[C:2]1[C:14]2[C:13]3[CH:12]=[C:11]([F:15])[CH:10]=[CH:9][C:8]=3[NH:7][C:6]=2[C:5]([C:16]#[N:17])=[CH:4][N:3]=1.[F:18][C:19]1[CH:25]=[C:24]([F:26])[CH:23]=[C:22]([F:27])[C:20]=1[NH2:21].CC(C)([O-])C.[Na+].COCCOC. (2) Given the product [N:24]1[CH:25]=[CH:26][CH:27]=[CH:28][C:23]=1[C:2]1[N:6]2[CH2:7][CH2:8][N:9]([C:11]([O:13][C:14]([CH3:17])([CH3:16])[CH3:15])=[O:12])[CH2:10][C:5]2=[N:4][N:3]=1, predict the reactants needed to synthesize it. The reactants are: Br[C:2]1[N:6]2[CH2:7][CH2:8][N:9]([C:11]([O:13][C:14]([CH3:17])([CH3:16])[CH3:15])=[O:12])[CH2:10][C:5]2=[N:4][N:3]=1.C([Sn](CCCC)(CCCC)[C:23]1[CH:28]=[CH:27][CH:26]=[CH:25][N:24]=1)CCC. (3) The reactants are: Cl[CH2:2][C:3]1[CH:8]=[CH:7][C:6]([C:9]2[NH:26][C:12]3[N:13]=[CH:14][N:15]=[C:16]([NH:17][C@@H:18]([C:20]4[CH:25]=[CH:24][CH:23]=[CH:22][CH:21]=4)[CH3:19])[C:11]=3[CH:10]=2)=[CH:5][CH:4]=1.[CH3:27][N:28]1[CH2:33][CH2:32][NH:31][CH2:30][CH2:29]1.C(=O)([O-])[O-].[K+].[K+]. Given the product [CH3:27][N:28]1[CH2:33][CH2:32][N:31]([CH2:2][C:3]2[CH:8]=[CH:7][C:6]([C:9]3[NH:26][C:12]4[N:13]=[CH:14][N:15]=[C:16]([NH:17][C@@H:18]([C:20]5[CH:25]=[CH:24][CH:23]=[CH:22][CH:21]=5)[CH3:19])[C:11]=4[CH:10]=3)=[CH:5][CH:4]=2)[CH2:30][CH2:29]1, predict the reactants needed to synthesize it.